This data is from Forward reaction prediction with 1.9M reactions from USPTO patents (1976-2016). The task is: Predict the product of the given reaction. (1) Given the reactants I[CH2:2][C@@H:3]1[CH2:8][CH2:7][C@H:6]([C:9]2[CH:14]=[CH:13][CH:12]=[CH:11][CH:10]=2)[CH2:5][CH2:4]1.[N-:15]=[N+:16]=[N-:17].[Na+], predict the reaction product. The product is: [N:15]([CH2:2][C@@H:3]1[CH2:8][CH2:7][C@H:6]([C:9]2[CH:14]=[CH:13][CH:12]=[CH:11][CH:10]=2)[CH2:5][CH2:4]1)=[N+:16]=[N-:17]. (2) Given the reactants [Br:1][C:2]1[CH:3]=[C:4]([NH2:10])[C:5]([CH2:8][CH3:9])=[N:6][CH:7]=1.Br[C:12]1[CH:13]=C(N)C(C)=N[CH:17]=1.CC(C(OCC)=O)C(OCC)=O.COC(C)=C.C(N(CC)CC)C.C1(C)C=CC(S([O-])(=O)=O)=CC=1.[NH+]1C=CC=CC=1, predict the reaction product. The product is: [Br:1][C:2]1[CH:3]=[C:4]([N:10]=[C:12]([CH3:13])[CH3:17])[C:5]([CH2:8][CH3:9])=[N:6][CH:7]=1. (3) Given the reactants Cl.C(OC(=O)[NH:8][C@H:9]([C:14]([N:16]1[CH2:20][C:19]([F:22])([F:21])[C:18]([F:24])([F:23])[CH2:17]1)=[O:15])[C@H:10]([CH3:13])[CH2:11][CH3:12])(C)(C)C, predict the reaction product. The product is: [NH2:8][C@@H:9]([C@H:10]([CH3:13])[CH2:11][CH3:12])[C:14]([N:16]1[CH2:20][C:19]([F:21])([F:22])[C:18]([F:24])([F:23])[CH2:17]1)=[O:15]. (4) Given the reactants C1(C(=[N:14][CH:15]([C:21]2[CH:33]=[CH:32][C:24]([C:25]([O:27]C(C)(C)C)=[O:26])=[CH:23][CH:22]=2)[C:16]([O:18][CH2:19][CH3:20])=[O:17])C2C=CC=CC=2)C=CC=CC=1.Cl, predict the reaction product. The product is: [NH2:14][CH:15]([C:21]1[CH:33]=[CH:32][C:24]([C:25]([OH:27])=[O:26])=[CH:23][CH:22]=1)[C:16]([O:18][CH2:19][CH3:20])=[O:17]. (5) Given the reactants [CH3:1][O:2][C:3]1([CH2:10][C:11]2[CH:16]=[CH:15][CH:14]=[CH:13][C:12]=2[CH3:17])[CH2:8][CH2:7][C:6](=O)[CH2:5][CH2:4]1.[C:18]([O:22][C:23]([N:25]1[CH2:30][CH2:29][NH:28][CH2:27][CH2:26]1)=[O:24])([CH3:21])([CH3:20])[CH3:19].C(O)(=O)C.C(O[BH-](OC(=O)C)OC(=O)C)(=O)C.[Na+], predict the reaction product. The product is: [CH3:1][O:2][C:3]1([CH2:10][C:11]2[CH:16]=[CH:15][CH:14]=[CH:13][C:12]=2[CH3:17])[CH2:8][CH2:7][CH:6]([N:28]2[CH2:27][CH2:26][N:25]([C:23]([O:22][C:18]([CH3:21])([CH3:20])[CH3:19])=[O:24])[CH2:30][CH2:29]2)[CH2:5][CH2:4]1. (6) Given the reactants CC1C=C(C)C=C(C)C=1S([O-])(=O)=O.[NH2:14][N+:15]1[CH:20]=[CH:19][C:18]([Br:21])=[CH:17][C:16]=1[NH2:22].[F:23][C:24]1[CH:25]=[C:26]([CH:30]=[CH:31][CH:32]=1)[C:27](Cl)=O, predict the reaction product. The product is: [Br:21][C:18]1[CH:19]=[CH:20][N:15]2[N:14]=[C:27]([C:26]3[CH:30]=[CH:31][CH:32]=[C:24]([F:23])[CH:25]=3)[N:22]=[C:16]2[CH:17]=1.